From a dataset of Forward reaction prediction with 1.9M reactions from USPTO patents (1976-2016). Predict the product of the given reaction. (1) Given the reactants [CH2:1]([O:3][C:4](=[O:32])[CH2:5][C:6]1[CH:7]=[N:8][CH:9]=[C:10]([C:12]2[CH:17]=[CH:16][C:15]([C:18]([F:21])([F:20])[F:19])=[CH:14][C:13]=2[CH2:22][NH:23][CH2:24][C:25]2[CH:30]=[N:29][C:28]([CH3:31])=[CH:27][N:26]=2)[CH:11]=1)[CH3:2].[CH:33]1([C:36](Cl)=[O:37])[CH2:35][CH2:34]1, predict the reaction product. The product is: [CH2:1]([O:3][C:4](=[O:32])[CH2:5][C:6]1[CH:7]=[N:8][CH:9]=[C:10]([C:12]2[CH:17]=[CH:16][C:15]([C:18]([F:19])([F:21])[F:20])=[CH:14][C:13]=2[CH2:22][N:23]([C:36]([CH:33]2[CH2:35][CH2:34]2)=[O:37])[CH2:24][C:25]2[CH:30]=[N:29][C:28]([CH3:31])=[CH:27][N:26]=2)[CH:11]=1)[CH3:2]. (2) Given the reactants [Cl:1][C:2]1[CH:24]=[C:23]([CH3:25])[C:5]([O:6][C:7]2[N:15]=[C:14]([CH3:16])[CH:13]=[C:12]([NH:17][CH:18]([CH2:21]O)[CH2:19][CH3:20])[C:8]=2C(O)=O)=[C:4]([CH3:26])[CH:3]=1.ClC(Cl)([O:30][C:31](=[O:37])OC(Cl)(Cl)Cl)Cl.C[CH2:40][N:41](CC)CC, predict the reaction product. The product is: [Cl:1][C:2]1[CH:3]=[C:4]([CH3:26])[C:5]([O:6][C:7]2[N:15]=[C:14]([CH3:16])[CH:13]=[C:12]([N:17]3[C@@H:18]([CH2:19][CH3:20])[CH2:21][O:30][C:31]3=[O:37])[C:8]=2[C:40]#[N:41])=[C:23]([CH3:25])[CH:24]=1. (3) Given the reactants [CH3:1][CH:2]([NH:12][C:13]([CH3:16])([CH3:15])[CH3:14])[C:3]([C:5]1[CH:6]=[CH:7][CH:8]=[C:9]([Cl:11])[CH:10]=1)=[O:4].Cl.ClC1C=C(C(=O)C(NC(C)(C)C)C)C=CC=1.C(N(CC)CC)C.[NH2:41][S:42]([C:45]1[C:46]([Cl:63])=[CH:47][C:48]([NH:56][CH2:57][C:58]2[O:59][CH:60]=[CH:61][CH:62]=2)=[C:49]([CH:55]=1)[C:50]([O:52][CH2:53]Cl)=[O:51])(=[O:44])=[O:43], predict the reaction product. The product is: [NH2:41][S:42]([C:45]1[C:46]([Cl:63])=[CH:47][C:48]([NH:56][CH2:57][C:58]2[O:59][CH:60]=[CH:61][CH:62]=2)=[C:49]([CH:55]=1)[C:50]([O:52][CH2:53][N:12]([C:13]([CH3:15])([CH3:14])[CH3:16])[CH:2]([CH3:1])[C:3]([C:5]1[CH:6]=[CH:7][CH:8]=[C:9]([Cl:11])[CH:10]=1)=[O:4])=[O:51])(=[O:43])=[O:44]. (4) The product is: [CH:18]1([C:16]([NH:15][C:13]2[N:14]=[C:9]3[CH:8]=[CH:7][C:6]([O:5][C:4]4[CH:3]=[C:2]([NH:1][C:32]([C:30]5[CH:29]=[CH:28][CH:27]=[C:26]([C:25]([F:36])([F:24])[F:35])[N:31]=5)=[O:33])[CH:23]=[CH:22][CH:21]=4)=[N:11][N:10]3[CH:12]=2)=[O:17])[CH2:20][CH2:19]1. Given the reactants [NH2:1][C:2]1[CH:3]=[C:4]([CH:21]=[CH:22][CH:23]=1)[O:5][C:6]1[CH:7]=[CH:8][C:9]2[N:10]([CH:12]=[C:13]([NH:15][C:16]([CH:18]3[CH2:20][CH2:19]3)=[O:17])[N:14]=2)[N:11]=1.[F:24][C:25]([F:36])([F:35])[C:26]1[N:31]=[C:30]([C:32](O)=[O:33])[CH:29]=[CH:28][CH:27]=1.Cl.CN(C)CCCN=C=NCC.ON1C2C=CC=CC=2N=N1.[Cl-].[NH4+], predict the reaction product. (5) Given the reactants [CH2:1]([O:8][C:9](=[O:22])[C@@H:10]([NH:12][CH2:13][CH2:14][C:15]([O:17][C:18]([CH3:21])([CH3:20])[CH3:19])=[O:16])[CH3:11])[C:2]1[CH:7]=[CH:6][CH:5]=[CH:4][CH:3]=1.[CH:23](=O)[CH3:24].C(=O)([O-])O.[Na+].C(Cl)Cl, predict the reaction product. The product is: [CH2:1]([O:8][C:9](=[O:22])[C@@H:10]([N:12]([CH2:13][CH2:14][C:15]([O:17][C:18]([CH3:21])([CH3:20])[CH3:19])=[O:16])[CH2:23][CH3:24])[CH3:11])[C:2]1[CH:3]=[CH:4][CH:5]=[CH:6][CH:7]=1.